This data is from Reaction yield outcomes from USPTO patents with 853,638 reactions. The task is: Predict the reaction yield, written as a fraction of the theoretical maximum amount of product (1.0 means a 100% yield; for example, 0.34 means a 34% yield). (1) The reactants are [NH:1]([C:3]1[CH:8]=[CH:7][C:6]([CH3:9])=[CH:5][N:4]=1)[NH2:2].O=[C:11]1[CH2:20][CH2:19][C:18]2[C:13](=[CH:14][CH:15]=[CH:16][CH:17]=2)[CH:12]1[C:21](OCC)=[O:22]. The catalyst is C(O)(=O)C. The product is [CH3:9][C:6]1[CH:7]=[CH:8][C:3]([N:1]2[C:21]([OH:22])=[C:12]3[C:11]([CH2:20][CH2:19][C:18]4[CH:17]=[CH:16][CH:15]=[CH:14][C:13]=43)=[N:2]2)=[N:4][CH:5]=1. The yield is 0.210. (2) The reactants are Br[C:2]1[CH:7]=[CH:6][N:5]=[C:4]2[N:8]([S:12]([C:15]3[CH:20]=[CH:19][CH:18]=[CH:17][CH:16]=3)(=[O:14])=[O:13])[C:9]([CH3:11])=[CH:10][C:3]=12.B1(B2OC(C)(C)C(C)(C)O2)OC(C)(C)C(C)(C)O1.C([O-])(=O)C.[K+].Br[C:45]1[CH:50]=[CH:49][C:48]([S:51]([NH:54][CH:55]2[CH2:60][CH2:59][S:58](=[O:62])(=[O:61])[CH2:57][CH2:56]2)(=[O:53])=[O:52])=[CH:47][CH:46]=1. The catalyst is CN(C=O)C.[Pd](Cl)Cl.C1(P([C-]2C=CC=C2)C2C=CC=CC=2)C=CC=CC=1.[C-]1(P(C2C=CC=CC=2)C2C=CC=CC=2)C=CC=C1.[Fe+2].O. The product is [O:62]=[S:58]1(=[O:61])[CH2:57][CH2:56][CH:55]([NH:54][S:51]([C:48]2[CH:47]=[CH:46][C:45]([C:2]3[CH:7]=[CH:6][N:5]=[C:4]4[N:8]([S:12]([C:15]5[CH:20]=[CH:19][CH:18]=[CH:17][CH:16]=5)(=[O:14])=[O:13])[C:9]([CH3:11])=[CH:10][C:3]=34)=[CH:50][CH:49]=2)(=[O:53])=[O:52])[CH2:60][CH2:59]1. The yield is 0.400.